This data is from Catalyst prediction with 721,799 reactions and 888 catalyst types from USPTO. The task is: Predict which catalyst facilitates the given reaction. (1) Reactant: [H-].[Na+].[Br:3][C:4]1[CH:5]=[C:6]([C:13]#[N:14])[C:7]2[CH:8]=[N:9][NH:10][C:11]=2[CH:12]=1.I[CH3:16]. Product: [Br:3][C:4]1[CH:5]=[C:6]([C:13]#[N:14])[C:7]2[CH:8]=[N:9][N:10]([CH3:16])[C:11]=2[CH:12]=1. The catalyst class is: 7. (2) The catalyst class is: 3. Reactant: [C:1]([C:3]1[CH:4]=[C:5]([CH:25]=[CH:26][CH:27]=1)[C:6]([NH:8][C:9]1[CH:14]=[C:13]([F:15])[CH:12]=[C:11]([CH2:16][N:17]2[CH2:22][CH2:21][NH:20][C@@H:19]([CH3:23])[CH2:18]2)[C:10]=1[CH3:24])=[O:7])#[N:2].[F:28][C:29]1[CH:30]=[C:31]([CH:35]=[CH:36][CH:37]=1)[C:32](O)=[O:33].CN(C(ON1N=NC2C=CC=NC1=2)=[N+](C)C)C.F[P-](F)(F)(F)(F)F.CCN(C(C)C)C(C)C. Product: [C:1]([C:3]1[CH:4]=[C:5]([CH:25]=[CH:26][CH:27]=1)[C:6]([NH:8][C:9]1[CH:14]=[C:13]([F:15])[CH:12]=[C:11]([CH2:16][N:17]2[CH2:22][CH2:21][N:20]([C:32](=[O:33])[C:31]3[CH:35]=[CH:36][CH:37]=[C:29]([F:28])[CH:30]=3)[C@@H:19]([CH3:23])[CH2:18]2)[C:10]=1[CH3:24])=[O:7])#[N:2]. (3) Reactant: [NH2:1][C:2]1[CH:10]=[CH:9][CH:8]=[C:7]2[C:3]=1[CH:4]=[C:5]([CH3:17])[N:6]2[CH2:11][C:12]([O:14][CH2:15][CH3:16])=[O:13].[C:18](OC(=O)C)(=[O:20])[CH3:19].O. Product: [C:18]([NH:1][C:2]1[CH:10]=[CH:9][CH:8]=[C:7]2[C:3]=1[CH:4]=[C:5]([CH3:17])[N:6]2[CH2:11][C:12]([O:14][CH2:15][CH3:16])=[O:13])(=[O:20])[CH3:19]. The catalyst class is: 15.